This data is from Forward reaction prediction with 1.9M reactions from USPTO patents (1976-2016). The task is: Predict the product of the given reaction. (1) Given the reactants [CH3:1][O:2][C:3]1[CH:4]=[C:5]([O:21][C:22]2[CH:23]=[N:24][C:25]([S:28]([CH3:31])(=[O:30])=[O:29])=[CH:26][CH:27]=2)[CH:6]=[C:7]2[C:11]=1[NH:10][C:9]([C:12]1[S:13][CH:14]([CH2:17][C:18]([OH:20])=O)[CH2:15][N:16]=1)=[CH:8]2.Cl.C(N=C=NCCCN(C)C)C.ON1C2C=CC=CC=2N=N1.[NH2:54][CH2:55][C@@H:56]([OH:58])[CH3:57], predict the reaction product. The product is: [OH:58][C@@H:56]([CH3:57])[CH2:55][NH:54][C:18](=[O:20])[CH2:17][CH:14]1[S:13][C:12]([C:9]2[NH:10][C:11]3[C:7]([CH:8]=2)=[CH:6][C:5]([O:21][C:22]2[CH:23]=[N:24][C:25]([S:28]([CH3:31])(=[O:29])=[O:30])=[CH:26][CH:27]=2)=[CH:4][C:3]=3[O:2][CH3:1])=[N:16][CH2:15]1. (2) Given the reactants [NH:1]1[C:9]2[C:4](=[CH:5][CH:6]=[CH:7][CH:8]=2)[CH:3]=[C:2]1[C:10]([OH:12])=[O:11].[C:13]1(=O)[CH2:17][CH2:16][CH2:15][CH2:14]1.[OH-].[Na+], predict the reaction product. The product is: [C:13]1([C:3]2[C:4]3[C:9](=[CH:8][CH:7]=[CH:6][CH:5]=3)[NH:1][C:2]=2[C:10]([OH:12])=[O:11])[CH2:17][CH2:16][CH2:15][CH:14]=1. (3) Given the reactants [Cl:1][C:2]1[CH:7]=[CH:6][C:5]([C:8]([N:16]2[C:24]3[C:19](=[C:20]([NH:25][S:26]([CH3:29])(=[O:28])=[O:27])[CH:21]=[CH:22][CH:23]=3)[CH:18]=[CH:17]2)([CH2:14][CH3:15])[C:9](=[O:13])[CH2:10][C:11]#[N:12])=[CH:4][CH:3]=1.[H-].[Na+].Br[CH2:33][CH2:34]Br, predict the reaction product. The product is: [Cl:1][C:2]1[CH:7]=[CH:6][C:5]([C:8]([N:16]2[C:24]3[C:19](=[C:20]([NH:25][S:26]([CH3:29])(=[O:27])=[O:28])[CH:21]=[CH:22][CH:23]=3)[CH:18]=[CH:17]2)([C:9]2[O:13][CH2:33][CH2:34][C:10]=2[C:11]#[N:12])[CH2:14][CH3:15])=[CH:4][CH:3]=1. (4) Given the reactants C(N(CC)CC)C.[CH3:8][S:9](Cl)(=[O:11])=[O:10].[F:13][CH:14]([F:29])[C:15]1[CH:28]=[CH:27][C:18]([CH2:19][N:20]2[CH2:24][CH2:23][C@H:22]([OH:25])[C:21]2=[O:26])=[CH:17][CH:16]=1, predict the reaction product. The product is: [CH3:8][S:9]([O:25][CH:22]1[CH2:23][CH2:24][N:20]([CH2:19][C:18]2[CH:17]=[CH:16][C:15]([CH:14]([F:13])[F:29])=[CH:28][CH:27]=2)[C:21]1=[O:26])(=[O:11])=[O:10]. (5) The product is: [C:21]1([P:14](=[C:2]2[CH2:3][C:4](=[O:6])[NH:5][C:1]2=[O:7])([C:8]2[CH:9]=[CH:10][CH:11]=[CH:12][CH:13]=2)[C:15]2[CH:20]=[CH:19][CH:18]=[CH:17][CH:16]=2)[CH:22]=[CH:23][CH:24]=[CH:25][CH:26]=1. Given the reactants [C:1]1(=[O:7])[NH:5][C:4](=[O:6])[CH:3]=[CH:2]1.[C:8]1([P:14]([C:21]2[CH:26]=[CH:25][CH:24]=[CH:23][CH:22]=2)[C:15]2[CH:20]=[CH:19][CH:18]=[CH:17][CH:16]=2)[CH:13]=[CH:12][CH:11]=[CH:10][CH:9]=1, predict the reaction product. (6) The product is: [F:21][C:4]1[CH:3]=[C:2]([C:29]2[CH:30]=[CH:31][C:26]([C:24]([O:23][CH3:22])=[O:25])=[CH:27][CH:28]=2)[CH:20]=[CH:19][C:5]=1[O:6][CH2:7][CH:8]1[CH2:13][CH2:12][N:11]([CH2:14][C:15]([F:18])([CH3:17])[CH3:16])[CH2:10][CH2:9]1. Given the reactants Br[C:2]1[CH:20]=[CH:19][C:5]([O:6][CH2:7][CH:8]2[CH2:13][CH2:12][N:11]([CH2:14][C:15]([F:18])([CH3:17])[CH3:16])[CH2:10][CH2:9]2)=[C:4]([F:21])[CH:3]=1.[CH3:22][O:23][C:24]([C:26]1[CH:31]=[CH:30][C:29](B(O)O)=[CH:28][CH:27]=1)=[O:25].C([O-])([O-])=O.[Cs+].[Cs+], predict the reaction product. (7) Given the reactants [C-]#N.[Na+].O.[N:5]12CCN(CC1)C[CH2:6]2.[N:13]1[CH:18]=[CH:17][C:16]([C:19]2[N:24]=[C:23](SC)[N:22]([CH3:27])[C:21](=[O:28])[C:20]=2[C:29]2[CH:34]=[CH:33][CH:32]=[C:31]([C:35]([F:38])([F:37])[F:36])[CH:30]=2)=[CH:15][CH:14]=1, predict the reaction product. The product is: [CH3:27][N:22]1[C:21](=[O:28])[C:20]([C:29]2[CH:34]=[CH:33][CH:32]=[C:31]([C:35]([F:38])([F:37])[F:36])[CH:30]=2)=[C:19]([C:16]2[CH:17]=[CH:18][N:13]=[CH:14][CH:15]=2)[N:24]=[C:23]1[C:6]#[N:5].